This data is from Catalyst prediction with 721,799 reactions and 888 catalyst types from USPTO. The task is: Predict which catalyst facilitates the given reaction. (1) Reactant: [C:1]([N:8]1[CH2:13][CH2:12][NH:11][C:10](=[O:14])[CH2:9]1)([O:3][C:4]([CH3:7])([CH3:6])[CH3:5])=[O:2].C([Li])CCC.B(F)(F)F.[CH2:24]([CH:26]1[O:28][CH2:27]1)[Cl:25]. Product: [Cl:25][CH2:24][CH:26]([OH:28])[CH2:27][N:11]1[CH2:12][CH2:13][N:8]([C:1]([O:3][C:4]([CH3:7])([CH3:6])[CH3:5])=[O:2])[CH2:9][C:10]1=[O:14]. The catalyst class is: 1. (2) Product: [S:7]1[CH:11]=[CH:10][C:9]([C:12]2[CH:20]=[CH:19][C:15]([CH2:16][OH:17])=[CH:14][CH:13]=2)=[CH:8]1. The catalyst class is: 1. Reactant: [H-].[H-].[H-].[H-].[Li+].[Al+3].[S:7]1[CH:11]=[CH:10][C:9]([C:12]2[CH:20]=[CH:19][C:15]([C:16](O)=[O:17])=[CH:14][CH:13]=2)=[CH:8]1.O.[OH-].[K+]. (3) Reactant: [NH2:1][C@H:2]1[CH2:7][CH2:6][C@H:5]([NH2:8])[CH2:4][CH2:3]1.[Cl:9][C:10]1[N:18]=[C:17]2[C:13]([N:14]=[CH:15][N:16]2[CH:19]2[CH2:23][CH2:22][CH2:21][CH2:20]2)=[C:12]([NH:24][C:25]2[CH:30]=[CH:29][C:28]([N+:31]([O-:33])=[O:32])=[CH:27][CH:26]=2)[N:11]=1. Product: [ClH:9].[ClH:9].[NH2:1][C@H:2]1[CH2:7][CH2:6][C@H:5]([NH:8][C:10]2[N:18]=[C:17]3[C:13]([N:14]=[CH:15][N:16]3[CH:19]3[CH2:20][CH2:21][CH2:22][CH2:23]3)=[C:12]([NH:24][C:25]3[CH:30]=[CH:29][C:28]([N+:31]([O-:33])=[O:32])=[CH:27][CH:26]=3)[N:11]=2)[CH2:4][CH2:3]1. The catalyst class is: 6. (4) Reactant: N([O-])=O.[Na+].N[C:6]1[N:11]=[N:10][C:9]([CH3:12])=[C:8]2[N:13]=[CH:14][NH:15][C:7]=12.S(=O)(=O)(O)[OH:17]. Product: [CH3:12][C:9]1[C:8]2[N:13]=[CH:14][NH:15][C:7]=2[C:6](=[O:17])[NH:11][N:10]=1. The catalyst class is: 211. (5) Reactant: [CH2:1]([O:3][CH:4]([CH2:10][C:11]1[CH:12]=[N:13][C:14]([C:17]2[CH:22]=[CH:21][CH:20]=[C:19]([N:23]([CH3:34])[C:24]([NH:26][CH2:27][CH2:28][CH2:29][CH2:30][CH2:31][CH2:32][CH3:33])=[O:25])[CH:18]=2)=[CH:15][CH:16]=1)[C:5]([O:7]CC)=[O:6])[CH3:2].[OH-].[Li+]. Product: [CH2:1]([O:3][CH:4]([CH2:10][C:11]1[CH:12]=[N:13][C:14]([C:17]2[CH:22]=[CH:21][CH:20]=[C:19]([N:23]([CH3:34])[C:24]([NH:26][CH2:27][CH2:28][CH2:29][CH2:30][CH2:31][CH2:32][CH3:33])=[O:25])[CH:18]=2)=[CH:15][CH:16]=1)[C:5]([OH:7])=[O:6])[CH3:2]. The catalyst class is: 7. (6) The catalyst class is: 1. Product: [Cl:11][C:9]1[CH:10]=[C:5]([CH2:4][C:3]([OH:31])=[O:2])[CH:6]=[C:7]([Cl:30])[C:8]=1[O:12][C:13]1[CH:18]=[CH:17][C:16]([NH:19][C:20](=[O:24])[CH:21]([CH3:23])[CH3:22])=[C:15](/[CH:25]=[CH:26]/[C:27]([OH:29])=[O:28])[CH:14]=1. Reactant: C[O:2][C:3](=[O:31])[CH2:4][C:5]1[CH:10]=[C:9]([Cl:11])[C:8]([O:12][C:13]2[CH:18]=[CH:17][C:16]([NH:19][C:20](=[O:24])[CH:21]([CH3:23])[CH3:22])=[C:15](/[CH:25]=[CH:26]/[C:27]([OH:29])=[O:28])[CH:14]=2)=[C:7]([Cl:30])[CH:6]=1.[Li+].[OH-].Cl. (7) Reactant: [Cl:1][C:2]1[N:10](CC=C)[C:9]2[C:8](=[O:14])[N:7]([CH2:15][CH2:16][CH2:17][CH2:18][C:19]3[O:23][N:22]=[C:21]([C:24]4[CH:29]=[CH:28][CH:27]=[CH:26][N:25]=4)[N:20]=3)[C:6](=[O:30])[NH:5][C:4]=2[N:3]=1.C(=O)([O-])[O-].[K+].[K+].I[CH2:38][CH2:39][CH3:40].N1CCOCC1. Product: [Cl:1][C:2]1[NH:10][C:9]2[C:8](=[O:14])[N:7]([CH2:15][CH2:16][CH2:17][CH2:18][C:19]3[O:23][N:22]=[C:21]([C:24]4[CH:29]=[CH:28][CH:27]=[CH:26][N:25]=4)[N:20]=3)[C:6](=[O:30])[N:5]([CH2:38][CH2:39][CH3:40])[C:4]=2[N:3]=1. The catalyst class is: 128.